Predict which catalyst facilitates the given reaction. From a dataset of Catalyst prediction with 721,799 reactions and 888 catalyst types from USPTO. (1) Reactant: [CH:1]([C:3]1[N:8]=[C:7]2[CH:9]=[N:10][N:11]([CH2:12][O:13][CH2:14][CH2:15][Si:16]([CH3:19])([CH3:18])[CH3:17])[C:6]2=[CH:5][C:4]=1[NH:20][C:21](=[O:27])[O:22][C:23]([CH3:26])([CH3:25])[CH3:24])=O.C(O)(=O)C.[C:32]1([C@H:38]([NH2:40])[CH3:39])[CH:37]=[CH:36][CH:35]=[CH:34][CH:33]=1.[BH4-].[Na+]. Product: [C:32]1([C@H:38]([NH:40][CH2:1][C:3]2[N:8]=[C:7]3[CH:9]=[N:10][N:11]([CH2:12][O:13][CH2:14][CH2:15][Si:16]([CH3:19])([CH3:17])[CH3:18])[C:6]3=[CH:5][C:4]=2[NH:20][C:21](=[O:27])[O:22][C:23]([CH3:26])([CH3:24])[CH3:25])[CH3:39])[CH:37]=[CH:36][CH:35]=[CH:34][CH:33]=1. The catalyst class is: 525. (2) Reactant: O[C@@H:2]1[C@H:6]([CH2:7][CH:8]=[CH:9][CH2:10][CH2:11][CH2:12][C:13]([OH:15])=[O:14])[C@@H:5](/[CH:16]=[CH:17]/[C@@H:18]([O:27][CH:28]2[CH2:33][CH2:32][CH2:31][CH2:30][O:29]2)[CH2:19]CC2C=CC=CC=2)[C@H:4]([O:34][CH:35]2[CH2:40][CH2:39][CH2:38][CH2:37][O:36]2)[CH2:3]1.C(N(CC)C(C)C)(C)C.[C:50](Cl)(=O)[C:51]1[CH:56]=[CH:55][CH:54]=[CH:53][CH:52]=1. Product: [C:51]1([CH2:50][CH2:19][C@H:18]([O:27][CH:28]2[CH2:33][CH2:32][CH2:31][CH2:30][O:29]2)/[CH:17]=[CH:16]/[C@@H:5]2[C@@H:6]3[C@@H:2]([O:14][C:13](=[O:15])[CH2:12][CH2:11][CH2:10][CH:9]=[CH:8][CH2:7]3)[CH2:3][C@H:4]2[O:34][CH:35]2[CH2:40][CH2:39][CH2:38][CH2:37][O:36]2)[CH:56]=[CH:55][CH:54]=[CH:53][CH:52]=1. The catalyst class is: 112. (3) Reactant: [Br:1][C:2]1[N:7]=[C:6]([N+:8]([O-:10])=[O:9])[C:5]([OH:11])=[CH:4][CH:3]=1.C(=O)([O-])[O-].[K+].[K+].Br[CH2:19][C:20]1[CH:25]=[CH:24][CH:23]=[CH:22][CH:21]=1. Product: [CH2:19]([O:11][C:5]1[C:6]([N+:8]([O-:10])=[O:9])=[N:7][C:2]([Br:1])=[CH:3][CH:4]=1)[C:20]1[CH:25]=[CH:24][CH:23]=[CH:22][CH:21]=1. The catalyst class is: 9. (4) Reactant: [N+:1]([C:4]1[CH:5]=[CH:6][C:7]2[C:12](=[O:13])OC(=O)[NH:9][C:8]=2[CH:15]=1)([O-:3])=[O:2].[CH3:16][O:17][C:18]1[CH:25]=[CH:24][CH:23]=[CH:22][C:19]=1[CH2:20][NH2:21].C(Cl)Cl. Product: [NH2:9][C:8]1[CH:15]=[C:4]([N+:1]([O-:3])=[O:2])[CH:5]=[CH:6][C:7]=1[C:12]([NH:21][CH2:20][C:19]1[CH:22]=[CH:23][CH:24]=[CH:25][C:18]=1[O:17][CH3:16])=[O:13]. The catalyst class is: 11. (5) Reactant: [CH3:1][P:2](=[O:7])([O:5][CH3:6])[O:3][CH3:4].[Li]CCCC.C[O:14][C:15](=O)[C@H:16]([CH2:25][C:26]1[CH:31]=[CH:30][CH:29]=[CH:28][CH:27]=1)[NH:17][C:18]([O:20][C:21]([CH3:24])([CH3:23])[CH3:22])=[O:19].CC(O)=O. Product: [C:26]1([CH2:25][C@H:16]([NH:17][C:18]([O:20][C:21]([CH3:24])([CH3:23])[CH3:22])=[O:19])[C:15](=[O:14])[CH2:1][P:2](=[O:7])([O:5][CH3:6])[O:3][CH3:4])[CH:27]=[CH:28][CH:29]=[CH:30][CH:31]=1. The catalyst class is: 1.